The task is: Predict the reactants needed to synthesize the given product.. This data is from Full USPTO retrosynthesis dataset with 1.9M reactions from patents (1976-2016). (1) The reactants are: C(OC(=O)[NH:7][CH:8]1[CH2:13][CH2:12][N:11]([CH2:14][CH2:15][N:16]2[C:21]3[CH:22]=[C:23]([C:26](=[O:28])[CH3:27])[CH:24]=[CH:25][C:20]=3[O:19][CH2:18][C:17]2=[O:29])[CH2:10][CH2:9]1)(C)(C)C.NC1CCN(CCN2C3C(=CC=C(C#N)C=3)C=CC2=O)CC1. Given the product [C:26]([C:23]1[CH:24]=[CH:25][C:20]2[O:19][CH2:18][C:17](=[O:29])[N:16]([CH2:15][CH2:14][N:11]3[CH2:10][CH2:9][CH:8]([NH2:7])[CH2:13][CH2:12]3)[C:21]=2[CH:22]=1)(=[O:28])[CH3:27], predict the reactants needed to synthesize it. (2) Given the product [Cl:23][C:21]1[CH:22]=[C:17]([NH:13][C:10]2[N:11]=[N:12][C:7]([O:6][C:4]([CH3:5])([CH3:14])[CH2:3][N:2]([CH3:1])[CH3:15])=[CH:8][CH:9]=2)[C:18](=[O:25])[N:19]([CH3:24])[N:20]=1, predict the reactants needed to synthesize it. The reactants are: [CH3:1][N:2]([CH3:15])[CH2:3][C:4]([CH3:14])([O:6][C:7]1[N:12]=[N:11][C:10]([NH2:13])=[CH:9][CH:8]=1)[CH3:5].Br[C:17]1[C:18](=[O:25])[N:19]([CH3:24])[N:20]=[C:21]([Cl:23])[CH:22]=1.C([O-])([O-])=O.[Cs+].[Cs+].CC1(C)C2C(=C(P(C3C=CC=CC=3)C3C=CC=CC=3)C=CC=2)OC2C(P(C3C=CC=CC=3)C3C=CC=CC=3)=CC=CC1=2. (3) Given the product [CH3:1][C:2]1([CH3:33])[O:6][C:5]2[CH:7]=[CH:8][C:9]([O:11][CH2:12][CH2:13][CH2:14][CH2:15][O:16][C:17]3[C:18]([Cl:32])=[CH:19][C:20]([OH:24])=[CH:21][C:22]=3[Cl:23])=[CH:10][C:4]=2[O:3]1, predict the reactants needed to synthesize it. The reactants are: [CH3:1][C:2]1([CH3:33])[O:6][C:5]2[CH:7]=[CH:8][C:9]([O:11][CH2:12][CH2:13][CH2:14][CH2:15][O:16][C:17]3[C:22]([Cl:23])=[CH:21][C:20]([O:24]CC4C=CC=CC=4)=[CH:19][C:18]=3[Cl:32])=[CH:10][C:4]=2[O:3]1.[H][H]. (4) Given the product [CH2:3]1[C:11]2[C:6](=[C:7]([N:12]3[CH2:13][CH2:14][N:15]([CH2:18][CH2:19][C@H:20]4[CH2:21][CH2:22][C@H:23]([NH:26][C:30]([N:29]([CH2:32][CH3:33])[CH2:27][CH3:28])=[O:37])[CH2:24][CH2:25]4)[CH2:16][CH2:17]3)[CH:8]=[CH:9][CH:10]=2)[CH2:5][CH2:4]1, predict the reactants needed to synthesize it. The reactants are: Cl.Cl.[CH2:3]1[C:11]2[C:6](=[C:7]([N:12]3[CH2:17][CH2:16][N:15]([CH2:18][CH2:19][C@H:20]4[CH2:25][CH2:24][C@H:23]([NH2:26])[CH2:22][CH2:21]4)[CH2:14][CH2:13]3)[CH:8]=[CH:9][CH:10]=2)[CH2:5][CH2:4]1.[CH2:27]([N:29]([CH2:32][CH3:33])[CH2:30]C)[CH3:28].ClC(Cl)([O:37]C(=O)OC(Cl)(Cl)Cl)Cl.C(NCC)C. (5) The reactants are: [N:1]([CH2:4][CH:5]1[CH2:7][O:6]1)=[N+:2]=[N-:3].[Cl:8][C:9]1[NH:10][CH:11]=[C:12]([N+:14]([O-:16])=[O:15])[N:13]=1.C(=O)([O-])[O-].[K+].[K+]. Given the product [N:1]([CH2:4][CH:5]([OH:6])[CH2:7][N:10]1[CH:11]=[C:12]([N+:14]([O-:16])=[O:15])[N:13]=[C:9]1[Cl:8])=[N+:2]=[N-:3], predict the reactants needed to synthesize it. (6) The reactants are: [H-].[Na+].[CH2:3](P(=O)(OCC)OCC)[P:4](=[O:11])([O:8][CH2:9][CH3:10])[O:5][CH2:6][CH3:7].O. Given the product [PH:4](=[O:11])([O:8][CH2:9][CH3:10])[O:5][CH2:6][CH3:7].[C:3].[C:3].[C:3].[C:3].[C:3].[C:3].[C:3].[C:3].[C:3].[C:3].[C:3].[C:3].[C:3].[C:3].[C:3], predict the reactants needed to synthesize it. (7) The reactants are: [OH-].[Na+].[CH2:3]([O:7][C:8]1[CH:13]=[C:12](/[CH:14]=[C:15](\[O:20][CH3:21])/[C:16]([O:18]C)=[O:17])[CH:11]=[CH:10][C:9]=1[C:22]1[CH:27]=[CH:26][CH:25]=[C:24]([N:28]([CH3:37])[C:29]([NH:31][CH2:32][CH2:33][CH2:34][CH2:35][CH3:36])=[O:30])[CH:23]=1)[CH2:4][CH2:5][CH3:6].Cl.O. Given the product [CH2:3]([O:7][C:8]1[CH:13]=[C:12](/[CH:14]=[C:15](\[O:20][CH3:21])/[C:16]([OH:18])=[O:17])[CH:11]=[CH:10][C:9]=1[C:22]1[CH:27]=[CH:26][CH:25]=[C:24]([N:28]([CH3:37])[C:29]([NH:31][CH2:32][CH2:33][CH2:34][CH2:35][CH3:36])=[O:30])[CH:23]=1)[CH2:4][CH2:5][CH3:6], predict the reactants needed to synthesize it.